From a dataset of Forward reaction prediction with 1.9M reactions from USPTO patents (1976-2016). Predict the product of the given reaction. (1) Given the reactants CO[CH:3](OC)[N:4]([CH3:6])[CH3:5].[Cl:9][C:10]1[CH:15]=[CH:14][C:13]([C:16](=[O:24])[C:17]2[CH:22]=[CH:21][C:20]([OH:23])=[CH:19][CH:18]=2)=[CH:12][C:11]=1[S:25]([NH2:28])(=[O:27])=[O:26], predict the reaction product. The product is: [Cl:9][C:10]1[CH:15]=[CH:14][C:13]([C:16](=[O:24])[C:17]2[CH:18]=[CH:19][C:20]([OH:23])=[CH:21][CH:22]=2)=[CH:12][C:11]=1[S:25]([N:28]=[CH:3][N:4]([CH3:5])[CH3:6])(=[O:27])=[O:26]. (2) Given the reactants [Cl:1][C:2]1[CH:21]=[CH:20][C:5]2[O:6][C:7]3[CH:19]=[CH:18][CH:17]=[CH:16][C:8]=3[C:9]3[CH2:13][N:12]([CH3:14])[C:11](=[O:15])[C:10]=3[C:4]=2[CH:3]=1.[Mg].Cl, predict the reaction product. The product is: [Cl:1][C:2]1[CH:21]=[CH:20][C:5]2[O:6][C:7]3[CH:19]=[CH:18][CH:17]=[CH:16][C:8]=3[C@H:9]3[CH2:13][N:12]([CH3:14])[C:11](=[O:15])[C@@H:10]3[C:4]=2[CH:3]=1. (3) Given the reactants [CH2:1]([O:3][C:4]([C:6]1[C:15](=[O:16])[C:14]2[C:9](=[C:10]([C:19]#[C:20][CH2:21][C@H:22]3[CH2:26][C@@H:25]([NH:27][C:28]([O:30][C:31]([CH3:34])([CH3:33])[CH3:32])=[O:29])[CH2:24][N:23]3[C:35]([O:37][C:38]([CH3:41])([CH3:40])[CH3:39])=[O:36])[C:11]([F:18])=[C:12]([F:17])[CH:13]=2)[N:8]([CH:42]2[CH2:44][CH2:43]2)[CH:7]=1)=[O:5])[CH3:2].C(O)C, predict the reaction product. The product is: [CH2:1]([O:3][C:4]([C:6]1[C:15](=[O:16])[C:14]2[C:9](=[C:10](/[CH:19]=[CH:20]\[CH2:21][C@H:22]3[CH2:26][C@@H:25]([NH:27][C:28]([O:30][C:31]([CH3:34])([CH3:33])[CH3:32])=[O:29])[CH2:24][N:23]3[C:35]([O:37][C:38]([CH3:41])([CH3:40])[CH3:39])=[O:36])[C:11]([F:18])=[C:12]([F:17])[CH:13]=2)[N:8]([CH:42]2[CH2:43][CH2:44]2)[CH:7]=1)=[O:5])[CH3:2]. (4) Given the reactants [C:1]([O:5][C:6](=[O:15])[NH:7][C:8]1[CH:13]=[CH:12][CH:11]=[CH:10][C:9]=1[F:14])([CH3:4])([CH3:3])[CH3:2].C([Li])(C)(C)C.[I:21]I.[Cl-].[NH4+], predict the reaction product. The product is: [C:1]([O:5][C:6](=[O:15])[NH:7][C:8]1[C:13]([I:21])=[CH:12][CH:11]=[CH:10][C:9]=1[F:14])([CH3:4])([CH3:2])[CH3:3].